Predict the reactants needed to synthesize the given product. From a dataset of Full USPTO retrosynthesis dataset with 1.9M reactions from patents (1976-2016). (1) Given the product [CH3:17][C:18]1[C:22]([CH2:23][S:24][C:25]2[CH:26]=[C:27]([OH:35])[C:28](=[O:34])[NH:29][CH:30]=2)=[C:21]([CH3:39])[O:20][N:19]=1, predict the reactants needed to synthesize it. The reactants are: C(SC1C=C(O)C(=O)NC=1)C1C=CC=CC=1.[CH3:17][C:18]1[C:22]([CH2:23][S:24][C:25]2[CH:26]=[C:27]([O:35]COC)[C:28](=[O:34])[N:29](COC)[CH:30]=2)=[C:21]([CH3:39])[O:20][N:19]=1. (2) Given the product [ClH:5].[N:15]1[CH:14]=[C:19]([C:20]([NH2:22])=[O:21])[CH:18]=[N:17][CH:16]=1, predict the reactants needed to synthesize it. The reactants are: CS([Cl:5])(=O)=O.C(N[C:14]1[C:19]([C:20]([NH2:22])=[O:21])=[CH:18][N:17]=[C:16](NC2C=CC(N3CCOC(CN)C3)=CC=2)[N:15]=1)C1C=CC=CC=1.C(N(CC)CC)C.